From a dataset of Reaction yield outcomes from USPTO patents with 853,638 reactions. Predict the reaction yield, written as a fraction of the theoretical maximum amount of product (1.0 means a 100% yield; for example, 0.34 means a 34% yield). (1) The catalyst is C1(C)C=CC=CC=1.CCOC(C)=O.C1C=CC(/C=C/C(/C=C/C2C=CC=CC=2)=O)=CC=1.C1C=CC(/C=C/C(/C=C/C2C=CC=CC=2)=O)=CC=1.C1C=CC(/C=C/C(/C=C/C2C=CC=CC=2)=O)=CC=1.[Pd].[Pd].[Zn]. The product is [CH2:1]([O:8][C:9]1[CH:10]=[CH:11][C:12]([F:22])=[C:13]2[C:17]=1[N:16]([C:24]1[CH:29]=[CH:28][CH:27]=[CH:26][C:25]=1[NH2:30])[CH2:15][C:14]2([CH2:20][CH3:21])[CH2:18][CH3:19])[C:2]1[CH:3]=[CH:4][CH:5]=[CH:6][CH:7]=1. The yield is 0.560. The reactants are [CH2:1]([O:8][C:9]1[CH:10]=[CH:11][C:12]([F:22])=[C:13]2[C:17]=1[NH:16][CH2:15][C:14]2([CH2:20][CH3:21])[CH2:18][CH3:19])[C:2]1[CH:7]=[CH:6][CH:5]=[CH:4][CH:3]=1.Br[C:24]1[CH:29]=[CH:28][CH:27]=[CH:26][C:25]=1[N+:30]([O-])=O.C1C=CC(P(C2C(C3C(P(C4C=CC=CC=4)C4C=CC=CC=4)=CC=C4C=3C=CC=C4)=C3C(C=CC=C3)=CC=2)C2C=CC=CC=2)=CC=1.P([O-])([O-])([O-])=O.[K+].[K+].[K+].[Cl-].[NH4+]. (2) The reactants are [Cl:1][C:2]1[CH:3]=[CH:4][C:5]([CH:25]=[O:26])=[C:6]2[C:10]=1[N:9]=[C:8]1[N:11]([C:16]3[CH:21]=[CH:20][C:19]([O:22][CH3:23])=[CH:18][C:17]=3[Cl:24])[CH2:12][CH2:13][CH2:14][CH2:15][N:7]21.[CH2:27]([Mg]Br)[CH3:28].C(OCC)C. The catalyst is O1CCCC1. The product is [Cl:1][C:2]1[C:10]2[N:9]=[C:8]3[N:11]([C:16]4[CH:21]=[CH:20][C:19]([O:22][CH3:23])=[CH:18][C:17]=4[Cl:24])[CH2:12][CH2:13][CH2:14][CH2:15][N:7]3[C:6]=2[C:5]([CH:25]([OH:26])[CH2:27][CH3:28])=[CH:4][CH:3]=1. The yield is 0.480. (3) The reactants are [CH2:1]([C:3]1[S:4][CH:5]=[C:6](/[CH:8]=[CH:9]/[C:10]2[C:11]([O:21][CH2:22][C:23]3[CH:45]=[CH:44][C:26]([O:27][CH2:28][C:29]4[N:30]=[C:31]([C:35]5[CH:40]=[CH:39][CH:38]=[C:37]([N+:41]([O-])=O)[CH:36]=5)[O:32][C:33]=4[CH3:34])=[C:25]([O:46][CH3:47])[CH:24]=3)=[N:12][N:13]([C:15]3[CH:20]=[CH:19][CH:18]=[CH:17][CH:16]=3)[CH:14]=2)[N:7]=1)[CH3:2].[Cl-].[Ca+2].[Cl-]. The catalyst is [Fe].C(O)C. The product is [CH2:1]([C:3]1[S:4][CH:5]=[C:6](/[CH:8]=[CH:9]/[C:10]2[C:11]([O:21][CH2:22][C:23]3[CH:45]=[CH:44][C:26]([O:27][CH2:28][C:29]4[N:30]=[C:31]([C:35]5[CH:36]=[C:37]([NH2:41])[CH:38]=[CH:39][CH:40]=5)[O:32][C:33]=4[CH3:34])=[C:25]([O:46][CH3:47])[CH:24]=3)=[N:12][N:13]([C:15]3[CH:16]=[CH:17][CH:18]=[CH:19][CH:20]=3)[CH:14]=2)[N:7]=1)[CH3:2]. The yield is 0.380. (4) The reactants are [NH2:1][C:2]1[N:3]=[C:4]([NH:17][CH:18]2[CH2:23][CH2:22][N:21]([S:24]([C:27]3[CH:32]=[CH:31][C:30]([C:33]#[C:34][CH2:35][N:36]([CH3:38])[CH3:37])=[CH:29][CH:28]=3)(=[O:26])=[O:25])[CH2:20][CH2:19]2)[S:5][C:6]=1[C:7]([C:9]1[C:14]([F:15])=[CH:13][CH:12]=[CH:11][C:10]=1[F:16])=[O:8]. The catalyst is C(O)(=O)C.[Pd]. The product is [NH2:1][C:2]1[N:3]=[C:4]([NH:17][CH:18]2[CH2:19][CH2:20][N:21]([S:24]([C:27]3[CH:28]=[CH:29][C:30]([CH2:33][CH2:34][CH2:35][N:36]([CH3:38])[CH3:37])=[CH:31][CH:32]=3)(=[O:25])=[O:26])[CH2:22][CH2:23]2)[S:5][C:6]=1[C:7]([C:9]1[C:14]([F:15])=[CH:13][CH:12]=[CH:11][C:10]=1[F:16])=[O:8]. The yield is 0.730.